From a dataset of Catalyst prediction with 721,799 reactions and 888 catalyst types from USPTO. Predict which catalyst facilitates the given reaction. (1) Reactant: [NH2:1][C:2]1[CH:11]=[CH:10][C:5]2[NH:6][C:7](=[O:9])[NH:8][C:4]=2[CH:3]=1.[Cl:12][CH2:13][C:14](Cl)=[O:15]. Product: [Cl:12][CH2:13][C:14]([NH:1][C:2]1[CH:11]=[CH:10][C:5]2[NH:6][C:7](=[O:9])[NH:8][C:4]=2[CH:3]=1)=[O:15]. The catalyst class is: 6. (2) Product: [C:1]([C:3]1[C:12]2[C:7](=[CH:8][CH:9]=[C:10]([O:13][C:14]3[CH:19]=[CH:18][CH:17]=[CH:16][CH:15]=3)[CH:11]=2)[C:6]([OH:20])=[C:5]([C:21]([NH:36][CH2:35][C:28]2([CH2:31][C:32]([OH:34])=[O:33])[CH2:29][CH2:30][CH2:25][CH2:26][CH2:27]2)=[O:22])[N:4]=1)#[N:2]. Reactant: [C:1]([C:3]1[C:12]2[C:7](=[CH:8][CH:9]=[C:10]([O:13][C:14]3[CH:19]=[CH:18][CH:17]=[CH:16][CH:15]=3)[CH:11]=2)[C:6]([OH:20])=[C:5]([C:21](OC)=[O:22])[N:4]=1)#[N:2].[CH2:25]1[CH2:30][CH2:29][C:28]([CH2:35][NH2:36])([CH2:31][C:32]([OH:34])=[O:33])[CH2:27][CH2:26]1.C[O-].[Na+]. The catalyst class is: 141.